Dataset: NCI-60 drug combinations with 297,098 pairs across 59 cell lines. Task: Regression. Given two drug SMILES strings and cell line genomic features, predict the synergy score measuring deviation from expected non-interaction effect. (1) Drug 1: C1=CC(=CC=C1CCC2=CNC3=C2C(=O)NC(=N3)N)C(=O)NC(CCC(=O)O)C(=O)O. Drug 2: C(CC(=O)O)C(=O)CN.Cl. Synergy scores: CSS=32.6, Synergy_ZIP=-3.88, Synergy_Bliss=5.11, Synergy_Loewe=-11.1, Synergy_HSA=6.16. Cell line: IGROV1. (2) Drug 1: CN1CCC(CC1)COC2=C(C=C3C(=C2)N=CN=C3NC4=C(C=C(C=C4)Br)F)OC. Drug 2: C1CCC(C(C1)N)N.C(=O)(C(=O)[O-])[O-].[Pt+4]. Cell line: MDA-MB-435. Synergy scores: CSS=17.2, Synergy_ZIP=-1.75, Synergy_Bliss=11.0, Synergy_Loewe=3.46, Synergy_HSA=9.01.